Dataset: Catalyst prediction with 721,799 reactions and 888 catalyst types from USPTO. Task: Predict which catalyst facilitates the given reaction. Reactant: [CH3:1][N:2]1[C:14]2[CH2:13][CH2:12][CH2:11][C:10](=[O:15])[C:9]=2[C:8]2[C:3]1=[CH:4][CH:5]=[CH:6][CH:7]=2.[CH3:16][C:17]1[NH:18][CH:19]=[CH:20][N:21]=1.N1(CN2CCCCC2)CCCC[CH2:23]1.Cl[Si](C)(C)C. Product: [CH3:1][N:2]1[C:14]2[CH2:13][CH2:12][CH:11]([CH2:23][N:18]3[CH:19]=[CH:20][N:21]=[C:17]3[CH3:16])[C:10](=[O:15])[C:9]=2[C:8]2[C:3]1=[CH:4][CH:5]=[CH:6][CH:7]=2. The catalyst class is: 35.